This data is from Full USPTO retrosynthesis dataset with 1.9M reactions from patents (1976-2016). The task is: Predict the reactants needed to synthesize the given product. (1) Given the product [C:25]([Si:22]([CH3:24])([CH3:23])[O:21][C@H:19]([CH3:20])[CH2:18][N:16]1[C:17]2[C:13](=[CH:12][CH:11]=[C:10]3[O:29][CH2:30][C@H:7]([O:6][CH2:5][CH2:4][NH:1][C:38](=[O:40])[CH3:39])[CH2:8][C:9]3=2)[CH:14]=[N:15]1)([CH3:28])([CH3:27])[CH3:26], predict the reactants needed to synthesize it. The reactants are: [N:1]([CH2:4][CH2:5][O:6][C@H:7]1[CH2:30][O:29][C:10]2=[CH:11][CH:12]=[C:13]3[C:17]([N:16]([CH2:18][C@H:19]([O:21][Si:22]([C:25]([CH3:28])([CH3:27])[CH3:26])([CH3:24])[CH3:23])[CH3:20])[N:15]=[CH:14]3)=[C:9]2[CH2:8]1)=[N+]=[N-].C(N(CC)CC)C.[C:38](Cl)(=[O:40])[CH3:39].C(=O)(O)[O-].[Na+]. (2) Given the product [CH2:2]([O:16][C:12]1[CH:13]=[CH:14][CH:15]=[C:10]([Br:9])[CH:11]=1)[C:3]1[CH:8]=[CH:7][CH:6]=[CH:5][CH:4]=1, predict the reactants needed to synthesize it. The reactants are: Br[CH2:2][C:3]1[CH:8]=[CH:7][CH:6]=[CH:5][CH:4]=1.[Br:9][C:10]1[CH:11]=[C:12]([OH:16])[CH:13]=[CH:14][CH:15]=1.C(=O)([O-])[O-].[K+].[K+]. (3) Given the product [OH:2][C:3]1[C:8]2[NH:9][C:10]([C:12]3[S:13][CH:14]=[CH:15][CH:16]=3)=[N:11][C:7]=2[C:6]([C:17]([NH:20][CH2:21][CH2:22][CH2:23][NH:24][CH2:25][CH2:26][OH:27])=[O:19])=[CH:5][CH:4]=1, predict the reactants needed to synthesize it. The reactants are: C[O:2][C:3]1[C:8]2[NH:9][C:10]([C:12]3[S:13][CH:14]=[CH:15][CH:16]=3)=[N:11][C:7]=2[C:6]([C:17]([OH:19])=O)=[CH:5][CH:4]=1.[NH2:20][CH2:21][CH2:22][CH2:23][NH:24][CH2:25][CH2:26][OH:27]. (4) Given the product [N:1]([C:4]1[CH:5]=[CH:6][C:7]([C:8]([NH:23][CH2:24][CH2:25][N:26]2[CH2:31][CH2:30][O:29][CH2:28][CH2:27]2)=[O:10])=[CH:11][CH:12]=1)=[N+:2]=[N-:3], predict the reactants needed to synthesize it. The reactants are: [N:1]([C:4]1[CH:12]=[CH:11][C:7]([C:8]([OH:10])=O)=[CH:6][CH:5]=1)=[N+:2]=[N-:3].C1C=CC2N(O)N=NC=2C=1.[NH2:23][CH2:24][CH2:25][N:26]1[CH2:31][CH2:30][O:29][CH2:28][CH2:27]1.CCN=C=NCCCN(C)C. (5) Given the product [NH2:21][C:4]1[N:3]=[C:2]([CH3:1])[C:7]([O:8][C:9]2[CH:14]=[CH:13][N:12]=[C:11]([NH:15][C:16](=[O:20])[CH:17]([CH3:18])[CH3:19])[CH:10]=2)=[CH:6][CH:5]=1, predict the reactants needed to synthesize it. The reactants are: [CH3:1][C:2]1[C:7]([O:8][C:9]2[CH:14]=[CH:13][N:12]=[C:11]([NH:15][C:16](=[O:20])[CH:17]([CH3:19])[CH3:18])[CH:10]=2)=[CH:6][CH:5]=[C:4]([N+:21]([O-])=O)[N:3]=1. (6) Given the product [CH3:30][N:11]1[CH:10]=[CH:9][C:8]2[N:7]=[C:6]([C:12]3[CH:19]=[CH:18][C:15]([CH:16]=[O:17])=[CH:14][CH:13]=3)[C:5]([C:20]3[CH:25]=[CH:24][CH:23]=[CH:22][CH:21]=3)=[CH:4][C:3]=2[C:2]1=[O:1], predict the reactants needed to synthesize it. The reactants are: [O:1]=[C:2]1[NH:11][CH:10]=[CH:9][C:8]2[N:7]=[C:6]([C:12]3[CH:19]=[CH:18][C:15]([CH:16]=[O:17])=[CH:14][CH:13]=3)[C:5]([C:20]3[CH:25]=[CH:24][CH:23]=[CH:22][CH:21]=3)=[CH:4][C:3]1=2.[H-].[Na+].CI.[C:30](O)(=O)C. (7) Given the product [CH2:40]([C:38]1[CH:39]=[C:34]([NH:33][CH:26]([C:27]2[CH:32]=[CH:31][CH:30]=[CH:29][CH:28]=2)[C:8]([C:10]2[C:18]3[C:13](=[CH:14][CH:15]=[CH:16][CH:17]=3)[NH:12][CH:11]=2)=[O:9])[CH:35]=[N:36][CH:37]=1)[CH3:41], predict the reactants needed to synthesize it. The reactants are: C(N(CC)CC)C.[CH:8]([C:10]1[C:18]2[C:13](=[CH:14][CH:15]=[CH:16][CH:17]=2)[N:12](C(OC(C)(C)C)=O)[CH:11]=1)=[O:9].[CH:26](=[N:33][C:34]1[CH:35]=[N:36][CH:37]=[C:38]([CH2:40][CH3:41])[CH:39]=1)[C:27]1[CH:32]=[CH:31][CH:30]=[CH:29][CH:28]=1. (8) Given the product [Cl:1][C:2]1[CH:3]=[C:4]2[C:9](=[CH:10][C:11]=1[O:12][CH2:13][CH:14]1[CH2:17][C:16]([F:18])([F:19])[CH2:15]1)[NH:8][C:7](=[O:20])[C:6]([CH:21]([NH:22][S:23]([C:25]([CH3:28])([CH3:27])[CH3:26])=[O:24])[CH3:29])=[CH:5]2, predict the reactants needed to synthesize it. The reactants are: [Cl:1][C:2]1[CH:3]=[C:4]2[C:9](=[CH:10][C:11]=1[O:12][CH2:13][CH:14]1[CH2:17][C:16]([F:19])([F:18])[CH2:15]1)[NH:8][C:7](=[O:20])[C:6](/[CH:21]=[N:22]/[S:23]([C:25]([CH3:28])([CH3:27])[CH3:26])=[O:24])=[CH:5]2.[CH2:29](Cl)Cl.C[Mg]Br.O. (9) The reactants are: Br[C:2]1[C:3]([NH:8][C:9]2[S:10][CH:11]=[C:12]([CH3:14])[N:13]=2)=[N:4][CH:5]=[CH:6][CH:7]=1.[Cl:15][C:16]1[CH:21]=[CH:20][CH:19]=[CH:18][C:17]=1[SH:22]. Given the product [ClH:15].[Cl:15][C:16]1[CH:21]=[CH:20][CH:19]=[CH:18][C:17]=1[S:22][C:2]1[C:3]([NH:8][C:9]2[S:10][CH:11]=[C:12]([CH3:14])[N:13]=2)=[N:4][CH:5]=[CH:6][CH:7]=1, predict the reactants needed to synthesize it.